The task is: Predict the reactants needed to synthesize the given product.. This data is from Full USPTO retrosynthesis dataset with 1.9M reactions from patents (1976-2016). (1) Given the product [OH:34][CH2:33][CH2:32][N:29]1[C:9]2[N:10]=[C:11]([C:13]3[CH:14]=[CH:15][C:16]([NH:19][C:20]([NH:22][C:23]4[CH:24]=[CH:25][N:26]=[CH:27][CH:28]=4)=[O:21])=[CH:17][CH:18]=3)[N:12]=[C:7]([N:1]3[CH2:6][CH2:5][O:4][CH2:3][CH2:2]3)[C:8]=2[N:31]=[N:30]1, predict the reactants needed to synthesize it. The reactants are: [N:1]1([C:7]2[C:8]3[N:31]=[N:30][N:29]([CH2:32][CH:33]=[O:34])[C:9]=3[N:10]=[C:11]([C:13]3[CH:18]=[CH:17][C:16]([NH:19][C:20]([NH:22][C:23]4[CH:28]=[CH:27][N:26]=[CH:25][CH:24]=4)=[O:21])=[CH:15][CH:14]=3)[N:12]=2)[CH2:6][CH2:5][O:4][CH2:3][CH2:2]1.N(C)C.C1COCC1.[BH3-]C#N.[Na+]. (2) The reactants are: [CH2:1]([C:3]1[CH:4]=[C:5]([CH:10]=[CH:11][C:12]=1[NH:13][C:14]1[N:19]=[CH:18][C:17]2[N:20]=[CH:21][N:22]([CH3:23])[C:16]=2[CH:15]=1)[O:6][CH2:7][C:8]#[N:9])[CH3:2].[H-].[Na+].[CH3:26]I. Given the product [CH2:1]([C:3]1[CH:4]=[C:5]([CH:10]=[CH:11][C:12]=1[N:13]([CH3:26])[C:14]1[N:19]=[CH:18][C:17]2[N:20]=[CH:21][N:22]([CH3:23])[C:16]=2[CH:15]=1)[O:6][CH2:7][C:8]#[N:9])[CH3:2], predict the reactants needed to synthesize it. (3) Given the product [Si:1]([O:8][CH2:9][C@@H:10]1[C@@H:14]([C:15]2[CH:20]=[CH:19][C:18]([CH2:21][O:22][Si:23]([C:26]([CH3:28])([CH3:27])[CH3:29])([CH3:25])[CH3:24])=[CH:17][CH:16]=2)[CH2:13][CH2:12][N:11]1[C:31]([O:33][C:34]([CH3:37])([CH3:36])[CH3:35])=[O:32])([C:4]([CH3:7])([CH3:5])[CH3:6])([CH3:3])[CH3:2], predict the reactants needed to synthesize it. The reactants are: [Si:1]([O:8][CH2:9][C@@H:10]1[C@@H:14]([C:15]2[CH:20]=[CH:19][C:18]([CH2:21][O:22][Si:23]([C:26]([CH3:29])([CH3:28])[CH3:27])([CH3:25])[CH3:24])=[CH:17][CH:16]=2)[CH2:13][C:12](=O)[N:11]1[C:31]([O:33][C:34]([CH3:37])([CH3:36])[CH3:35])=[O:32])([C:4]([CH3:7])([CH3:6])[CH3:5])([CH3:3])[CH3:2].O.[OH-].[Na+].OO. (4) Given the product [NH2:15][C:12]1[C:11]([C:23]2([OH:29])[CH2:28][CH2:27][CH2:26][CH2:25][CH2:24]2)=[CH:10][C:9]([Cl:8])=[N:14][CH:13]=1, predict the reactants needed to synthesize it. The reactants are: C(O)(C(F)(F)F)=O.[Cl:8][C:9]1[N:14]=[CH:13][C:12]([NH:15]C(=O)OC(C)(C)C)=[C:11]([C:23]2([OH:29])[CH2:28][CH2:27][CH2:26][CH2:25][CH2:24]2)[CH:10]=1. (5) Given the product [Cl:8][C:5]1[CH:6]=[CH:7][C:2]([C:2]2[CH:7]=[CH:6][C:5]([C:2]3[CH:7]=[CH:6][C:5]([Cl:8])=[CH:4][C:3]=3[N+:9]([O-:11])=[O:10])=[CH:4][CH:3]=2)=[C:3]([N+:9]([O-:11])=[O:10])[CH:4]=1, predict the reactants needed to synthesize it. The reactants are: Br[C:2]1[CH:7]=[CH:6][C:5]([Cl:8])=[CH:4][C:3]=1[N+:9]([O-:11])=[O:10].C([O-])([O-])=O.[K+].[K+]. (6) Given the product [S:12]1[C:16]2[CH:17]=[CH:18][CH:19]=[CH:20][C:15]=2[N:14]=[C:13]1[C:21]1[CH:22]=[N:23][N:24]2[C:36](=[O:37])[CH:35]=[C:34]([C:31]3[CH:32]=[CH:33][C:28]([Cl:27])=[C:29]([O:42][CH3:43])[CH:30]=3)[NH:26][C:25]=12, predict the reactants needed to synthesize it. The reactants are: CC1C=CC(S(O)(=O)=O)=CC=1.[S:12]1[C:16]2[CH:17]=[CH:18][CH:19]=[CH:20][C:15]=2[N:14]=[C:13]1[C:21]1[CH:22]=[N:23][NH:24][C:25]=1[NH2:26].[Cl:27][C:28]1[CH:33]=[CH:32][C:31]([C:34](=O)[CH2:35][C:36](OCC)=[O:37])=[CH:30][C:29]=1[O:42][CH3:43]. (7) Given the product [NH:42]1[C:43]2[C:39](=[CH:38][CH:37]=[C:36]([NH:35][C:34]([C:33]3[C:14]([N:11]4[CH2:10][CH2:9][NH:8][CH2:13][CH2:12]4)=[CH:15][C:16]4[NH:20][C:19]([NH:21][C:22]5[CH:27]=[CH:26][CH:25]=[CH:24][C:23]=5[C:28]([F:29])([F:30])[F:31])=[N:18][C:17]=4[CH:32]=3)=[O:45])[CH:44]=2)[CH:40]=[N:41]1, predict the reactants needed to synthesize it. The reactants are: C(OC([N:8]1[CH2:13][CH2:12][N:11]([C:14]2[C:33]([C:34](=[O:45])[NH:35][C:36]3[CH:44]=[C:43]4[C:39]([CH:40]=[N:41][NH:42]4)=[CH:38][CH:37]=3)=[CH:32][C:17]3[N:18]=[C:19]([NH:21][C:22]4[CH:27]=[CH:26][CH:25]=[CH:24][C:23]=4[C:28]([F:31])([F:30])[F:29])[NH:20][C:16]=3[CH:15]=2)[CH2:10][CH2:9]1)=O)(C)(C)C.Cl. (8) Given the product [C:17]([C:14]1[CH:13]=[CH:12][C:11]([CH:4]([CH2:5][CH:6]2[CH2:10][CH2:9][CH2:8][CH2:7]2)[C:3]([OH:19])=[O:2])=[CH:16][CH:15]=1)#[N:18], predict the reactants needed to synthesize it. The reactants are: C[O:2][C:3](=[O:19])[CH:4]([C:11]1[CH:16]=[CH:15][C:14]([C:17]#[N:18])=[CH:13][CH:12]=1)[CH2:5][CH:6]1[CH2:10][CH2:9][CH2:8][CH2:7]1.[OH-].[Li+].Cl.